Dataset: Experimentally validated miRNA-target interactions with 360,000+ pairs, plus equal number of negative samples. Task: Binary Classification. Given a miRNA mature sequence and a target amino acid sequence, predict their likelihood of interaction. Result: 1 (interaction). The miRNA is hsa-miR-99a-3p with sequence CAAGCUCGCUUCUAUGGGUCUG. The protein sequence of the target gene is MKILFVEPAIFLSAFAMTLTGPLTTQYVYRRIWEETGNYTFSSDSNISECEKNKSSPIFAFQEEVQKKVSRFNLQMDISGLIPGLVSTFILLSISDHYGRKFPMILSSVGALATSVWLCLLCYFAFPFQLLIASTFIGAFCGNYTTFWGACFAYIVDQCKEHKQKTIRIAIIDFLLGLVTGLTGLSSGYFIRELGFEWSFLIIAVSLAVNLIYILFFLGDPVKECSSQNVTMSCSEGFKNLFYRTYMLFKNASGKRRFLLCLLLFTVITYFFVVIGIAPIFILYELDSPLCWNEVFIGYG....